This data is from Full USPTO retrosynthesis dataset with 1.9M reactions from patents (1976-2016). The task is: Predict the reactants needed to synthesize the given product. (1) Given the product [CH3:41][C:27]([CH3:26])=[CH:28][CH2:29][CH2:30][C:31]1([C:11]2[CH:12]=[CH:13][CH:14]=[CH:15][CH:16]=2)[CH2:35][CH:32]1[CH2:33][OH:34], predict the reactants needed to synthesize it. The reactants are: [C:11]1(OP([O-])(O[C:11]2[CH:16]=[CH:15][CH:14]=[CH:13][CH:12]=2)=O)[CH:16]=[CH:15][CH:14]=[CH:13][CH:12]=1.C([Zn]CC)C.ICI.[CH3:26][C:27]([CH3:41])=[CH:28][CH2:29][CH2:30]/[C:31](/[C:35]1C=CC=CC=1)=[CH:32]/[CH2:33][OH:34]. (2) Given the product [CH3:16][O:15][C:11]1[C:10]([C:17]([F:20])([F:18])[F:19])=[C:9]2[C:14](=[CH:13][CH:12]=1)[NH:6][N:7]=[CH:8]2, predict the reactants needed to synthesize it. The reactants are: [OH-].[Na+].C([N:6]1[C:14]2[C:9](=[C:10]([C:17]([F:20])([F:19])[F:18])[C:11]([O:15][CH3:16])=[CH:12][CH:13]=2)[CH:8]=[N:7]1)(=O)C.Cl. (3) Given the product [F:1][C:2]1[CH:3]=[C:4]([C@@H:9]2[CH2:14][S:13](=[O:15])(=[O:16])[CH2:12][C:11](=[O:17])[N:10]2[CH2:18][C:19]([OH:21])=[O:20])[CH:5]=[C:6]([F:8])[CH:7]=1, predict the reactants needed to synthesize it. The reactants are: [F:1][C:2]1[CH:3]=[C:4]([C@@H:9]2[CH2:14][S:13](=[O:16])(=[O:15])[CH2:12][C:11](=[O:17])[N:10]2[CH2:18][C:19]([O:21]CC2C=CC=CC=2)=[O:20])[CH:5]=[C:6]([F:8])[CH:7]=1. (4) Given the product [CH3:10][C:11]1[CH:12]=[CH:13][C:14]([CH2:17][C:24](=[O:23])[CH2:25][CH3:26])=[N:15][CH:16]=1, predict the reactants needed to synthesize it. The reactants are: BrCCC.[Mg].BrCCBr.[CH3:10][C:11]1[CH:12]=[CH:13][C:14]([C:17]#N)=[N:15][CH:16]=1.[Cl-].[NH4+].[Cl-].[Na+].[O:23]1C[CH2:26][CH2:25][CH2:24]1. (5) Given the product [I:34][C:2]1[N:10]=[CH:9][C:8]2[NH:7][C:6]3[N:11]=[CH:12][C:13]([C:15]4[CH:20]=[CH:19][C:18]([CH2:21][N:22]5[CH2:27][CH2:26][CH2:25][CH2:24][CH2:23]5)=[CH:17][CH:16]=4)=[CH:14][C:5]=3[C:4]=2[CH:3]=1, predict the reactants needed to synthesize it. The reactants are: Br[C:2]1[N:10]=[CH:9][C:8]2[NH:7][C:6]3[N:11]=[CH:12][C:13]([C:15]4[CH:20]=[CH:19][C:18]([CH2:21][N:22]5[CH2:27][CH2:26][CH2:25][CH2:24][CH2:23]5)=[CH:17][CH:16]=4)=[CH:14][C:5]=3[C:4]=2[CH:3]=1.CNCCNC.[I-:34].[Na+]. (6) Given the product [C:32]([O:35][CH:20]1[CH:4]2[CH:5]([N:6]([C:7]([O:9][C:10]([CH3:13])([CH3:12])[CH3:11])=[O:8])[C:2](=[O:1])[CH2:3]2)[C:14]2[C:19]1=[CH:18][CH:17]=[CH:16][CH:15]=2)(=[O:34])[CH3:33], predict the reactants needed to synthesize it. The reactants are: [O:1]=[C:2]1[N:6]([C:7]([O:9][C:10]([CH3:13])([CH3:12])[CH3:11])=[O:8])[CH:5]2[C:14]3[C:19]([CH2:20][CH:4]2[CH2:3]1)=[CH:18][CH:17]=[CH:16][CH:15]=3.CC1C=CC(S(N)(=O)=O)=CC=1.[C:32]([O:35]I(C1C=CC=CC=1)[O:35][C:32](=[O:34])[CH3:33])(=[O:34])[CH3:33].II.S([O-])([O-])=O.[Na+].[Na+]. (7) Given the product [Cl:21][C:6]1([C:5]2[CH:17]=[CH:18][C:2]([F:1])=[CH:3][CH:4]=2)[C:8]2[C:9](=[CH:13][CH:14]=[CH:15][CH:16]=2)[C:10](=[O:12])[O:11]1, predict the reactants needed to synthesize it. The reactants are: [F:1][C:2]1[CH:18]=[CH:17][C:5]([C:6]([C:8]2[CH:16]=[CH:15][CH:14]=[CH:13][C:9]=2[C:10]([OH:12])=[O:11])=O)=[CH:4][CH:3]=1.S(Cl)([Cl:21])=O. (8) Given the product [OH:30][CH:24]([C:21]1[CH:22]=[CH:23][C:18]([C:3]2[C@@H:4]([CH2:7][CH2:8][CH2:9][C:10]3[S:14][C:13]([C:15]([OH:17])=[O:16])=[CH:12][CH:11]=3)[CH2:5][CH2:6][CH:2]=2)=[CH:19][CH:20]=1)[CH2:25][CH2:26][CH2:27][CH2:28][CH3:29], predict the reactants needed to synthesize it. The reactants are: Br[C:2]1[CH2:6][CH2:5][C@H:4]([CH2:7][CH2:8][CH2:9][C:10]2[S:14][C:13]([C:15]([OH:17])=[O:16])=[CH:12][CH:11]=2)[C:3]=1[C:18]1[CH:23]=[CH:22][C:21]([CH:24]([OH:30])[CH2:25][CH2:26][CH2:27][CH2:28][CH3:29])=[CH:20][CH:19]=1.[Li]C(C)(C)C.[NH4+].[Cl-].